This data is from CYP2C19 inhibition data for predicting drug metabolism from PubChem BioAssay. The task is: Regression/Classification. Given a drug SMILES string, predict its absorption, distribution, metabolism, or excretion properties. Task type varies by dataset: regression for continuous measurements (e.g., permeability, clearance, half-life) or binary classification for categorical outcomes (e.g., BBB penetration, CYP inhibition). Dataset: cyp2c19_veith. (1) The drug is O=C(Oc1ccccc1)N1CCC[C@@]2(CCN(c3ccccc3)C2)C1. The result is 0 (non-inhibitor). (2) The molecule is O=C(c1csnn1)N1CCC2(CC1)CCN(c1ccccc1)CC2. The result is 0 (non-inhibitor). (3) The drug is CCOc1cc(CNCCO)c(Cl)cc1OCC(=O)NCCc1ccccc1. The result is 1 (inhibitor). (4) The molecule is Cc1cc(N2CCN(C)CC2)n2nc(-c3ccc(Cl)cc3)nc2n1. The result is 0 (non-inhibitor).